From a dataset of Forward reaction prediction with 1.9M reactions from USPTO patents (1976-2016). Predict the product of the given reaction. (1) Given the reactants [CH:1]1[C:10]2[C:5](=[CH:6][CH:7]=[CH:8][CH:9]=2)[CH:4]=[CH:3][C:2]=1[C:11]1[CH:12]([C:18]2[CH:23]=[CH:22][N:21]=[CH:20][CH:19]=2)[CH2:13][C:14](=[O:17])[NH:15][N:16]=1.BrN1C(=O)CCC1=O, predict the reaction product. The product is: [CH:1]1[C:10]2[C:5](=[CH:6][CH:7]=[CH:8][CH:9]=2)[CH:4]=[CH:3][C:2]=1[C:11]1[C:12]([C:18]2[CH:19]=[CH:20][N:21]=[CH:22][CH:23]=2)=[CH:13][C:14](=[O:17])[NH:15][N:16]=1. (2) Given the reactants [CH2:1]([O:5][CH2:6][C:7]1[CH:12]=[CH:11][CH:10]=[CH:9][CH:8]=1)[CH2:2][CH:3]=[CH2:4].ClC1C=CC=C(C(OO)=[O:21])C=1.O, predict the reaction product. The product is: [CH2:6]([O:5][CH2:1][CH2:2][CH:3]1[CH2:4][O:21]1)[C:7]1[CH:12]=[CH:11][CH:10]=[CH:9][CH:8]=1. (3) Given the reactants [Cl:1][C:2]1[CH:7]=[C:6]([F:8])[C:5]([N+:9]([O-])=O)=[CH:4][C:3]=1[CH3:12].Cl, predict the reaction product. The product is: [Cl:1][C:2]1[C:3]([CH3:12])=[CH:4][C:5]([NH2:9])=[C:6]([F:8])[CH:7]=1. (4) Given the reactants [CH3:1][O:2][C:3]1[CH:8]=[CH:7][C:6]([NH:9][C:10](=[O:30])[O:11][CH2:12][C@H:13]2[CH2:17][C@@H:16]([NH:18][S:19]([C:22]3[CH:27]=[C:26]([Br:28])[CH:25]=[CH:24][C:23]=3[Br:29])(=[O:21])=[O:20])[CH2:15][NH:14]2)=[CH:5][CH:4]=1.C[CH2:32][N:33](C(C)C)C(C)C.BrC#N.C(O)C(N)(CO)CO, predict the reaction product. The product is: [CH3:1][O:2][C:3]1[CH:4]=[CH:5][C:6]([NH:9][C:10](=[O:30])[O:11][CH2:12][C@H:13]2[CH2:17][C@@H:16]([NH:18][S:19]([C:22]3[CH:27]=[C:26]([Br:28])[CH:25]=[CH:24][C:23]=3[Br:29])(=[O:20])=[O:21])[CH2:15][N:14]2[C:32]#[N:33])=[CH:7][CH:8]=1. (5) Given the reactants [Cl:1][C:2]1[CH:3]=[C:4]2[N:11]([S:12]([C:15]3[CH:21]=[CH:20][C:18]([CH3:19])=[CH:17][CH:16]=3)(=[O:14])=[O:13])[CH:10]=[CH:9][C:5]2=[N+:6]([O-])[CH:7]=1.[CH3:22][N:23](C)C(Cl)=O.C[Si](C#N)(C)C, predict the reaction product. The product is: [Cl:1][C:2]1[CH:3]=[C:4]2[N:11]([S:12]([C:15]3[CH:21]=[CH:20][C:18]([CH3:19])=[CH:17][CH:16]=3)(=[O:14])=[O:13])[CH:10]=[CH:9][C:5]2=[N:6][C:7]=1[C:22]#[N:23]. (6) The product is: [NH2:42][CH2:41][CH2:40][CH2:39][C:38]([N:19]1[CH2:20][C@H:21]([NH:24][C:25](=[O:37])[C@@H:26]([N:28]([C:30]([O:32][C:33]([CH3:36])([CH3:35])[CH3:34])=[O:31])[CH3:29])[CH3:27])[C:22](=[O:23])[N:16]([CH2:15][C:11]2[C:10]([O:48][CH3:49])=[CH:9][CH:8]=[C:7]3[C:12]=2[CH:13]=[CH:14][C:5]([C:3]([OH:4])=[O:2])=[CH:6]3)[C:17]2[CH:47]=[CH:46][CH:45]=[CH:44][C:18]1=2)=[O:43]. Given the reactants C[O:2][C:3]([C:5]1[CH:14]=[CH:13][C:12]2[C:7](=[CH:8][CH:9]=[C:10]([O:48][CH3:49])[C:11]=2[CH2:15][N:16]2[C:22](=[O:23])[C@@H:21]([NH:24][C:25](=[O:37])[C@@H:26]([N:28]([C:30]([O:32][C:33]([CH3:36])([CH3:35])[CH3:34])=[O:31])[CH3:29])[CH3:27])[CH2:20][N:19]([C:38](=[O:43])[CH2:39][CH2:40][CH2:41][NH2:42])[C:18]3[CH:44]=[CH:45][CH:46]=[CH:47][C:17]2=3)[CH:6]=1)=[O:4].[Li+].[OH-].Cl, predict the reaction product. (7) The product is: [C:1]([S:8][CH2:11][C:12]([O:14][CH:15]([CH3:17])[CH3:16])=[O:13])(=[O:9])[C:2]1[CH:7]=[CH:6][CH:5]=[CH:4][CH:3]=1. Given the reactants [C:1]([OH:9])(=[S:8])[C:2]1[CH:7]=[CH:6][CH:5]=[CH:4][CH:3]=1.Br[CH2:11][C:12]([O:14][CH:15]([CH3:17])[CH3:16])=[O:13].CCN(C(C)C)C(C)C, predict the reaction product.